This data is from HIV replication inhibition screening data with 41,000+ compounds from the AIDS Antiviral Screen. The task is: Binary Classification. Given a drug SMILES string, predict its activity (active/inactive) in a high-throughput screening assay against a specified biological target. (1) The drug is CC(NS(=O)(=O)c1ccc(Cl)cc1)C(=O)O. The result is 0 (inactive). (2) The result is 0 (inactive). The molecule is CC1=NC(=Cc2ccc(F)cc2)C(=O)O1. (3) The compound is Clc1ccc2nc(CCSCCc3nc4ccc(Cl)cc4[nH]3)[nH]c2c1. The result is 0 (inactive). (4) The compound is O=C(Nc1sccc1S(=O)(=O)c1ccc(Cl)cc1)C(F)(F)F. The result is 0 (inactive). (5) The compound is CCN(CC)C(C(=O)Nc1c(C)cccc1C)N(CC)CC. The result is 0 (inactive). (6) The compound is COc1ccc2c(N=[N+]=[N-])c(-c3ccccc3)c(=O)oc2c1. The result is 0 (inactive).